Dataset: NCI-60 drug combinations with 297,098 pairs across 59 cell lines. Task: Regression. Given two drug SMILES strings and cell line genomic features, predict the synergy score measuring deviation from expected non-interaction effect. (1) Drug 1: CC1=C(C=C(C=C1)C(=O)NC2=CC(=CC(=C2)C(F)(F)F)N3C=C(N=C3)C)NC4=NC=CC(=N4)C5=CN=CC=C5. Drug 2: CN(CCCl)CCCl.Cl. Cell line: SW-620. Synergy scores: CSS=40.2, Synergy_ZIP=-11.1, Synergy_Bliss=-3.21, Synergy_Loewe=-0.827, Synergy_HSA=0.403. (2) Drug 1: C1=CC(=CC=C1CC(C(=O)O)N)N(CCCl)CCCl.Cl. Drug 2: CC1CCC2CC(C(=CC=CC=CC(CC(C(=O)C(C(C(=CC(C(=O)CC(OC(=O)C3CCCCN3C(=O)C(=O)C1(O2)O)C(C)CC4CCC(C(C4)OC)O)C)C)O)OC)C)C)C)OC. Cell line: SNB-19. Synergy scores: CSS=8.16, Synergy_ZIP=-11.1, Synergy_Bliss=-8.89, Synergy_Loewe=-13.1, Synergy_HSA=-8.33. (3) Drug 1: C1CCN(CC1)CCOC2=CC=C(C=C2)C(=O)C3=C(SC4=C3C=CC(=C4)O)C5=CC=C(C=C5)O. Drug 2: C1CN(CCN1C(=O)CCBr)C(=O)CCBr. Cell line: HCT-15. Synergy scores: CSS=18.2, Synergy_ZIP=-2.21, Synergy_Bliss=2.63, Synergy_Loewe=-1.11, Synergy_HSA=-1.47. (4) Drug 1: C1=CC=C(C=C1)NC(=O)CCCCCCC(=O)NO. Drug 2: CC1CC(C(C(C=C(C(C(C=CC=C(C(=O)NC2=CC(=O)C(=C(C1)C2=O)OC)C)OC)OC(=O)N)C)C)O)OC. Cell line: SK-OV-3. Synergy scores: CSS=72.7, Synergy_ZIP=4.09, Synergy_Bliss=3.85, Synergy_Loewe=2.33, Synergy_HSA=7.19. (5) Drug 1: CC1=CC=C(C=C1)C2=CC(=NN2C3=CC=C(C=C3)S(=O)(=O)N)C(F)(F)F. Drug 2: C1C(C(OC1N2C=NC3=C(N=C(N=C32)Cl)N)CO)O. Cell line: SK-MEL-5. Synergy scores: CSS=15.2, Synergy_ZIP=-6.56, Synergy_Bliss=0.706, Synergy_Loewe=-18.6, Synergy_HSA=-0.340. (6) Drug 1: CCC1(CC2CC(C3=C(CCN(C2)C1)C4=CC=CC=C4N3)(C5=C(C=C6C(=C5)C78CCN9C7C(C=CC9)(C(C(C8N6C=O)(C(=O)OC)O)OC(=O)C)CC)OC)C(=O)OC)O.OS(=O)(=O)O. Drug 2: CC1=C(N=C(N=C1N)C(CC(=O)N)NCC(C(=O)N)N)C(=O)NC(C(C2=CN=CN2)OC3C(C(C(C(O3)CO)O)O)OC4C(C(C(C(O4)CO)O)OC(=O)N)O)C(=O)NC(C)C(C(C)C(=O)NC(C(C)O)C(=O)NCCC5=NC(=CS5)C6=NC(=CS6)C(=O)NCCC[S+](C)C)O. Cell line: IGROV1. Synergy scores: CSS=16.7, Synergy_ZIP=-4.91, Synergy_Bliss=0.798, Synergy_Loewe=-0.294, Synergy_HSA=1.81.